This data is from Forward reaction prediction with 1.9M reactions from USPTO patents (1976-2016). The task is: Predict the product of the given reaction. (1) Given the reactants [Br:1][C:2]1[CH:7]=[CH:6][C:5]([CH:8](O)[CH2:9][CH2:10][C:11]([F:14])([F:13])[F:12])=[C:4]([CH3:16])[CH:3]=1.S(Cl)([Cl:19])=O, predict the reaction product. The product is: [Br:1][C:2]1[CH:7]=[CH:6][C:5]([CH:8]([Cl:19])[CH2:9][CH2:10][C:11]([F:14])([F:13])[F:12])=[C:4]([CH3:16])[CH:3]=1. (2) The product is: [C:12]([O:11][C:10]1[CH:9]=[CH:8][C:5]([CH:6]=[CH2:7])=[CH:4][CH:3]=1)(=[O:14])[CH3:13].[CH3:1][O:2][C:3]1[CH:4]=[C:5]([CH:8]=[CH:9][C:10]=1[O:11][C:12](=[O:14])[CH3:13])[CH:6]=[CH2:7]. Given the reactants [CH3:1][O:2][C:3]1[CH:4]=[C:5]([CH:8]=[CH:9][C:10]=1[O:11][C:12](=[O:14])[CH3:13])[CH:6]=[CH2:7].C(OC1C=CC(C=C)=CC=1)(=O)C.N(C(C)(C)C(OC)=O)=NC(C)(C)C(OC)=O.CCCCCC, predict the reaction product.